This data is from Full USPTO retrosynthesis dataset with 1.9M reactions from patents (1976-2016). The task is: Predict the reactants needed to synthesize the given product. (1) The reactants are: N[C:2]1[C:7]2[N:8]([C:11]3[CH:16]=[CH:15][CH:14]=[CH:13][CH:12]=3)[CH:9]=[N:10][C:6]=2[CH:5]=[C:4]([C:17]#[N:18])[CH:3]=1.N([O-])=O.[Na+].[I-:23].[K+].S([O-])([O-])=O.[Na+].[Na+]. Given the product [C:17]([C:4]1[CH:3]=[C:2]([I:23])[C:7]2[N:8]([C:11]3[CH:16]=[CH:15][CH:14]=[CH:13][CH:12]=3)[CH:9]=[N:10][C:6]=2[CH:5]=1)#[N:18], predict the reactants needed to synthesize it. (2) Given the product [CH2:7]([N:5]1[CH:6]=[C:2]([B:21]2[O:22][C:23]([CH3:25])([CH3:24])[C:19]([CH3:35])([CH3:18])[O:20]2)[C:3]([C:9]2[CH:14]=[CH:13][C:12]([N+:15]([O-:17])=[O:16])=[CH:11][CH:10]=2)=[N:4]1)[CH3:8], predict the reactants needed to synthesize it. The reactants are: Br[C:2]1[C:3]([C:9]2[CH:14]=[CH:13][C:12]([N+:15]([O-:17])=[O:16])=[CH:11][CH:10]=2)=[N:4][N:5]([CH2:7][CH3:8])[CH:6]=1.[CH3:18][C:19]1([CH3:35])[C:23]([CH3:25])([CH3:24])[O:22][B:21]([B:21]2[O:22][C:23]([CH3:25])([CH3:24])[C:19]([CH3:35])([CH3:18])[O:20]2)[O:20]1.C([O-])(=O)C.[K+]. (3) Given the product [CH3:21][O:20][C:18]1[C:17]([O:22][CH3:23])=[CH:16][C:5]2[S:6][C:7]([C:8]([N:10]3[CH2:15][CH2:14][O:13][CH2:12][CH2:11]3)=[O:9])=[C:3]([CH3:2])[C:4]=2[C:19]=1[C:25]#[N:26], predict the reactants needed to synthesize it. The reactants are: Br[CH2:2][C:3]1[C:4]2[CH:19]=[C:18]([O:20][CH3:21])[C:17]([O:22][CH3:23])=[CH:16][C:5]=2[S:6][C:7]=1[C:8]([N:10]1[CH2:15][CH2:14][O:13][CH2:12][CH2:11]1)=[O:9].[Cu][C:25]#[N:26]. (4) Given the product [ClH:51].[NH2:8][C@@H:9]([C:11]1[CH:20]=[CH:19][C:18]2[C:13](=[CH:14][C:15](/[CH:21]=[CH:22]/[C:23]([CH2:49][F:50])([CH2:47][F:48])[C:24]([O:26][C@@H:27]([CH:44]([CH3:45])[CH3:46])[C:28]([NH:30][C@@H:31]([CH3:43])[C:32]([N:34]3[CH2:39][CH2:38][CH2:37][C@@H:36]([C:40]([OH:42])=[O:41])[NH:35]3)=[O:33])=[O:29])=[O:25])=[CH:16][CH:17]=2)[N:12]=1)[CH3:10], predict the reactants needed to synthesize it. The reactants are: C(OC([NH:8][C@@H:9]([C:11]1[CH:20]=[CH:19][C:18]2[C:13](=[CH:14][C:15](/[CH:21]=[CH:22]/[C:23]([CH2:49][F:50])([CH2:47][F:48])[C:24]([O:26][C@@H:27]([CH:44]([CH3:46])[CH3:45])[C:28]([NH:30][C@@H:31]([CH3:43])[C:32]([N:34]3[CH2:39][CH2:38][CH2:37][C@@H:36]([C:40]([OH:42])=[O:41])[NH:35]3)=[O:33])=[O:29])=[O:25])=[CH:16][CH:17]=2)[N:12]=1)[CH3:10])=O)(C)(C)C.[ClH:51]. (5) Given the product [Cl:13][C:14]1[CH:22]=[C:21]([Cl:23])[CH:20]=[CH:19][C:15]=1[CH:16]([C:3]([C:4]1[CH:5]=[N:6][C:7]([O:10][CH3:11])=[CH:8][CH:9]=1)=[O:12])[C:17]#[N:18], predict the reactants needed to synthesize it. The reactants are: CO[C:3](=[O:12])[C:4]1[CH:9]=[CH:8][C:7]([O:10][CH3:11])=[N:6][CH:5]=1.[Cl:13][C:14]1[CH:22]=[C:21]([Cl:23])[CH:20]=[CH:19][C:15]=1[CH2:16][C:17]#[N:18].O. (6) Given the product [CH:34]1([CH2:33][O:8][C:9]2[CH:22]=[CH:21][C:12]([CH2:13][N:14]3[CH2:18][C@@H:17]([CH3:19])[O:16][C:15]3=[O:20])=[CH:11][C:10]=2[F:23])[CH2:39][CH2:38][CH2:37][CH2:36][CH2:35]1, predict the reactants needed to synthesize it. The reactants are: [Si]([O:8][C:9]1[CH:22]=[CH:21][C:12]([CH2:13][N:14]2[CH2:18][C@@H:17]([CH3:19])[O:16][C:15]2=[O:20])=[CH:11][C:10]=1[F:23])(C(C)(C)C)(C)C.[F-].[K+].CC(C)([O-])C.[K+].Br[CH2:33][CH:34]1[CH2:39][CH2:38][CH2:37][CH2:36][CH2:35]1. (7) Given the product [F:1][C:2]1[CH:3]=[C:4]([C:9]#[C:10][CH:11]=[C:12]2[CH2:13][CH2:14][NH:15][CH2:16][CH2:17]2)[CH:5]=[C:6]([F:8])[CH:7]=1, predict the reactants needed to synthesize it. The reactants are: [F:1][C:2]1[CH:3]=[C:4]([C:9]#[C:10][CH:11]=[C:12]2[CH2:17][CH2:16][N:15](C(OC(C)(C)C)=O)[CH2:14][CH2:13]2)[CH:5]=[C:6]([F:8])[CH:7]=1.FC(F)(F)C(O)=O.O.[OH-].[Na+].